From a dataset of Forward reaction prediction with 1.9M reactions from USPTO patents (1976-2016). Predict the product of the given reaction. (1) The product is: [Br:25][C:26]1[CH:31]=[CH:30][C:29]2[N:32]=[C:51]([CH:49]3[CH2:50][CH:48]3[C:46]([O:45][CH3:44])=[O:47])[N:33]([CH3:34])[C:28]=2[CH:27]=1. Given the reactants F[P-](F)(F)(F)(F)F.N1(OC(N(C)C)=[N+](C)C)C2N=CC=CC=2N=N1.[Br:25][C:26]1[CH:27]=[C:28]([NH:33][CH3:34])[C:29]([NH2:32])=[CH:30][CH:31]=1.C(N(C(C)C)CC)(C)C.[CH3:44][O:45][C:46]([CH:48]1[CH2:50][CH:49]1[C:51](O)=O)=[O:47], predict the reaction product. (2) Given the reactants [Br:1][C:2]1[CH:3]=[C:4]2[C:8](=[CH:9][CH:10]=1)[C:7](=O)[CH2:6][CH2:5]2.[BH4-].[Na+].S(=O)(=O)(O)O.C1C=CC=CC=1, predict the reaction product. The product is: [Br:1][C:2]1[CH:3]=[C:4]2[C:8]([CH:7]=[CH:6][CH2:5]2)=[CH:9][CH:10]=1. (3) The product is: [C:14]([O:16][N:35]1[C:30]2[CH:31]=[CH:32][CH:33]=[CH:34][C:29]=2[N:28]([O:27][CH:23]2[CH2:42][CH2:60][CH2:58][N:54]([CH:55]([CH3:56])[CH3:57])[CH2:53]2)[NH:36]1)(=[O:15])[C:13]1[CH:17]=[CH:18][CH:19]=[CH:11][CH:12]=1. Given the reactants C(N1CCCC(O[C:11]2[CH:12]=[C:13]([CH:17]=[CH:18][CH:19]=2)[C:14]([OH:16])=[O:15])C1)(C)C.CN([C:23]([O:27][N:28]1[N:36]=[N:35][C:30]2[CH:31]=[CH:32][CH:33]=[CH:34][C:29]1=2)=[N+](C)C)C.[B-](F)(F)(F)F.[CH:42]1C=CC2N(O)N=NC=2C=1.C[CH2:53][N:54]([CH:58]([CH3:60])C)[CH:55]([CH3:57])[CH3:56], predict the reaction product. (4) Given the reactants Cl.[CH3:2][N:3]1[CH2:8][CH2:7][N:6]([C:9]2[CH:14]=[C:13]([N:15]3[CH:24]([CH3:25])[CH2:23][C:22]4[C:17](=[CH:18][C:19]([CH:26]5[CH2:31][CH2:30][NH:29][CH2:28][CH2:27]5)=[CH:20][CH:21]=4)[CH2:16]3)[N:12]=[C:11]([NH2:32])[N:10]=2)[CH2:5][CH2:4]1.[CH3:33][N:34]([CH3:38])[C:35](Cl)=[O:36], predict the reaction product. The product is: [NH2:32][C:11]1[N:12]=[C:13]([N:15]2[CH:24]([CH3:25])[CH2:23][C:22]3[C:17](=[CH:18][C:19]([CH:26]4[CH2:27][CH2:28][N:29]([C:35]([N:34]([CH3:38])[CH3:33])=[O:36])[CH2:30][CH2:31]4)=[CH:20][CH:21]=3)[CH2:16]2)[CH:14]=[C:9]([N:6]2[CH2:7][CH2:8][N:3]([CH3:2])[CH2:4][CH2:5]2)[N:10]=1. (5) The product is: [CH3:1][C:2]1[S:3][C:4]2[CH:10]=[C:9]([N+:12]([O-:14])=[O:13])[C:8]([CH3:11])=[CH:7][C:5]=2[N:6]=1. Given the reactants [CH3:1][C:2]1[S:3][C:4]2[CH:10]=[CH:9][C:8]([CH3:11])=[CH:7][C:5]=2[N:6]=1.[N+:12]([O-])([O-:14])=[O:13].[K+].S(=O)(=O)(O)O, predict the reaction product. (6) Given the reactants N1C=[CH:4][N:3]=[N:2]1.[H-].[Na+].[C:8]([C:12]1([CH2:15][CH2:16][CH2:17][CH2:18][C:19]2[CH:24]=[CH:23][C:22]([F:25])=[CH:21][CH:20]=2)[CH2:14][O:13]1)([CH3:11])([CH3:10])[CH3:9].[CH3:26][N:27](C)C=O, predict the reaction product. The product is: [N:3]1([CH2:14][C:12]([OH:13])([CH2:15][CH2:16][CH2:17][CH2:18][C:19]2[CH:24]=[CH:23][C:22]([F:25])=[CH:21][CH:20]=2)[C:8]([CH3:11])([CH3:10])[CH3:9])[CH:4]=[N:27][CH:26]=[N:2]1. (7) Given the reactants [CH3:1][C:2]([CH3:6])([CH3:5])[C:3]#[N:4].[C:7]([Cl:10])(=[O:9])C, predict the reaction product. The product is: [ClH:10].[CH3:1][C:2]([CH3:6])([CH3:5])[C:3](=[NH:4])[O:9][CH3:7]. (8) Given the reactants [CH3:1][O:2][C:3]1[CH:48]=[CH:47][C:6]([CH2:7][N:8]([CH2:38][C:39]2[CH:44]=[CH:43][C:42]([O:45][CH3:46])=[CH:41][CH:40]=2)[C:9]2[N:14]=[C:13]([CH3:15])[N:12]=[C:11]([C:16]3[CH:17]=[C:18]([CH:23]([N:25]4[CH2:30][CH2:29][N:28](C(OC(C)(C)C)=O)[CH2:27][CH2:26]4)[CH3:24])[CH:19]=[N:20][C:21]=3F)[N:10]=2)=[CH:5][CH:4]=1.FC(F)(F)C(O)=O.[S:56]1[C:60]2[CH:61]=[CH:62][C:63]([NH2:65])=[CH:64][C:59]=2[N:58]=[CH:57]1.C[Si]([N-][Si](C)(C)C)(C)C.[Na+], predict the reaction product. The product is: [CH3:46][O:45][C:42]1[CH:43]=[CH:44][C:39]([CH2:38][N:8]([CH2:7][C:6]2[CH:5]=[CH:4][C:3]([O:2][CH3:1])=[CH:48][CH:47]=2)[C:9]2[N:14]=[C:13]([CH3:15])[N:12]=[C:11]([C:16]3[C:21]([NH:65][C:63]4[CH:62]=[CH:61][C:60]5[S:56][CH:57]=[N:58][C:59]=5[CH:64]=4)=[N:20][CH:19]=[C:18]([CH:23]([N:25]4[CH2:30][CH2:29][NH:28][CH2:27][CH2:26]4)[CH3:24])[CH:17]=3)[N:10]=2)=[CH:40][CH:41]=1. (9) Given the reactants Br[CH2:2][C:3]1[CH:10]=[CH:9][CH:8]=[CH:7][C:4]=1[C:5]#[N:6].[N-:11]=[N+:12]=[N-:13].[Na+].C(OCC)(=O)C, predict the reaction product. The product is: [N:11]([CH2:2][C:3]1[CH:10]=[CH:9][CH:8]=[CH:7][C:4]=1[C:5]#[N:6])=[N+:12]=[N-:13]. (10) The product is: [CH3:1][O:2][C:3]([C:5]1[C:13]2[NH:12][C:11]([C:14]3[C:15](=[O:21])[NH:16][CH:17]=[CH:18][C:19]=3[NH:22][CH2:23][C@@H:24]([OH:25])[C:26]3[CH:31]=[CH:30][CH:29]=[CH:28][CH:27]=3)=[N:10][C:9]=2[CH:8]=[CH:7][CH:6]=1)=[O:4]. Given the reactants [CH3:1][O:2][C:3]([C:5]1[C:13]2[NH:12][C:11]([C:14]3[C:15](=[O:21])[NH:16][CH:17]=[CH:18][C:19]=3Cl)=[N:10][C:9]=2[CH:8]=[CH:7][CH:6]=1)=[O:4].[NH2:22][CH2:23][C@H:24]([C:26]1[CH:31]=[CH:30][CH:29]=[CH:28][CH:27]=1)[OH:25].CN1CCOCC1.CN(C=O)C, predict the reaction product.